Dataset: NCI-60 drug combinations with 297,098 pairs across 59 cell lines. Task: Regression. Given two drug SMILES strings and cell line genomic features, predict the synergy score measuring deviation from expected non-interaction effect. (1) Drug 1: C1CCN(CC1)CCOC2=CC=C(C=C2)C(=O)C3=C(SC4=C3C=CC(=C4)O)C5=CC=C(C=C5)O. Drug 2: CS(=O)(=O)OCCCCOS(=O)(=O)C. Cell line: HL-60(TB). Synergy scores: CSS=30.9, Synergy_ZIP=5.91, Synergy_Bliss=7.07, Synergy_Loewe=-3.35, Synergy_HSA=-1.05. (2) Drug 1: C1C(C(OC1N2C=C(C(=O)NC2=O)F)CO)O. Drug 2: CC1=C(C=C(C=C1)C(=O)NC2=CC(=CC(=C2)C(F)(F)F)N3C=C(N=C3)C)NC4=NC=CC(=N4)C5=CN=CC=C5. Cell line: SW-620. Synergy scores: CSS=27.8, Synergy_ZIP=2.82, Synergy_Bliss=1.12, Synergy_Loewe=-25.0, Synergy_HSA=-1.55. (3) Drug 1: COC1=C(C=C2C(=C1)N=CN=C2NC3=CC(=C(C=C3)F)Cl)OCCCN4CCOCC4. Synergy scores: CSS=38.1, Synergy_ZIP=10.4, Synergy_Bliss=12.1, Synergy_Loewe=13.6, Synergy_HSA=15.3. Drug 2: C1CN1P(=S)(N2CC2)N3CC3. Cell line: KM12. (4) Drug 1: CN(C)N=NC1=C(NC=N1)C(=O)N. Drug 2: C1=CC(=CC=C1C#N)C(C2=CC=C(C=C2)C#N)N3C=NC=N3. Cell line: NCI-H522. Synergy scores: CSS=3.84, Synergy_ZIP=-2.88, Synergy_Bliss=-3.33, Synergy_Loewe=-2.38, Synergy_HSA=-2.12. (5) Drug 1: CN1C2=C(C=C(C=C2)N(CCCl)CCCl)N=C1CCCC(=O)O.Cl. Drug 2: CC12CCC3C(C1CCC2OP(=O)(O)O)CCC4=C3C=CC(=C4)OC(=O)N(CCCl)CCCl.[Na+]. Cell line: RXF 393. Synergy scores: CSS=1.44, Synergy_ZIP=-4.96, Synergy_Bliss=-6.68, Synergy_Loewe=-8.32, Synergy_HSA=-6.55.